Dataset: Forward reaction prediction with 1.9M reactions from USPTO patents (1976-2016). Task: Predict the product of the given reaction. (1) Given the reactants [CH3:1][N:2]([C:4]1[C:9]2[CH2:10][C@@H:11]3[C:21]([C:22](=[O:23])[C:8]=2[C:7]([OH:33])=[CH:6][CH:5]=1)=[C:20]([OH:24])[C@@:19]1([OH:25])[C@H:13]([C@H:14]([N:30]([CH3:32])[CH3:31])[C:15]([OH:29])=[C:16]([C:26]([NH2:28])=[O:27])[C:17]1=[O:18])[CH2:12]3)[CH3:3].S(=O)(=O)(O)O.[N+:39]([O-])([O-])=O.[Na+].[H][H], predict the reaction product. The product is: [CH3:31][N:30]([C@@H:14]1[C:15](=[O:29])[C:16]([C:26]([NH2:28])=[O:27])=[C:17]([OH:18])[C@:19]2([OH:25])[C@H:13]1[CH2:12][C@H:11]1[C:21]([C:20]2=[O:24])=[C:22]([OH:23])[C:8]2[C:7]([OH:33])=[C:6]([NH2:39])[CH:5]=[C:4]([N:2]([CH3:1])[CH3:3])[C:9]=2[CH2:10]1)[CH3:32]. (2) Given the reactants [CH3:1][S:2]([OH:5])(=[O:4])=[O:3].[OH:6][C:7]1[CH:8]=[C:9]([C:13]2[N:14]=[C:15]3[C:20](=[N:21][C:22]=2[C:23]2[CH:28]=[CH:27][CH:26]=[C:25]([OH:29])[CH:24]=2)[N:19]=[CH:18][N:17]=[C:16]3[NH2:30])[CH:10]=[CH:11][CH:12]=1.C(OCC)C, predict the reaction product. The product is: [CH3:1][S:2]([OH:5])(=[O:4])=[O:3].[OH:6][C:7]1[CH:8]=[C:9]([C:13]2[N:14]=[C:15]3[C:20](=[N:21][C:22]=2[C:23]2[CH:28]=[CH:27][CH:26]=[C:25]([OH:29])[CH:24]=2)[N:19]=[CH:18][N:17]=[C:16]3[NH2:30])[CH:10]=[CH:11][CH:12]=1. (3) Given the reactants [CH3:1][S:2]([C:5]1[CH:10]=[CH:9][C:8]([C:11]2[CH:12]=[C:13]3[CH2:19][CH:18]([CH:20]4[CH2:25][CH2:24][N:23]([C:26]#[N:27])[CH2:22][CH2:21]4)[O:17][C:14]3=[CH:15][N:16]=2)=[CH:7][CH:6]=1)(=[O:4])=[O:3].Cl.[NH2:29][OH:30].C(=O)([O-])[O-].[K+].[K+].C(O)C, predict the reaction product. The product is: [OH:30][NH:29][C:26]([N:23]1[CH2:24][CH2:25][CH:20]([CH:18]2[O:17][C:14]3=[CH:15][N:16]=[C:11]([C:8]4[CH:9]=[CH:10][C:5]([S:2]([CH3:1])(=[O:4])=[O:3])=[CH:6][CH:7]=4)[CH:12]=[C:13]3[CH2:19]2)[CH2:21][CH2:22]1)=[NH:27]. (4) Given the reactants [OH:1][C:2]1[CH:11]=[C:10]2[C:5]([C:6]([O:12][C:13]3[CH:18]=[CH:17][C:16]([NH:19][C:20](=[O:27])[C:21]4[CH:26]=[CH:25][CH:24]=[CH:23][CH:22]=4)=[CH:15][CH:14]=3)=[N:7][CH:8]=[N:9]2)=[CH:4][C:3]=1[O:28][CH3:29].C([O-])([O-])=O.[K+].[K+].[CH:36]1([O:41][C:42](=[O:55])[C@@H:43]([NH:47][C:48]([O:50][C:51]([CH3:54])([CH3:53])[CH3:52])=[O:49])[CH2:44][CH2:45]Br)[CH2:40][CH2:39][CH2:38][CH2:37]1, predict the reaction product. The product is: [CH:36]1([O:41][C:42](=[O:55])[C@@H:43]([NH:47][C:48]([O:50][C:51]([CH3:54])([CH3:53])[CH3:52])=[O:49])[CH2:44][CH2:45][O:1][C:2]2[CH:11]=[C:10]3[C:5]([C:6]([O:12][C:13]4[CH:18]=[CH:17][C:16]([NH:19][C:20](=[O:27])[C:21]5[CH:26]=[CH:25][CH:24]=[CH:23][CH:22]=5)=[CH:15][CH:14]=4)=[N:7][CH:8]=[N:9]3)=[CH:4][C:3]=2[O:28][CH3:29])[CH2:37][CH2:38][CH2:39][CH2:40]1. (5) Given the reactants [Br:1][C:2]1[CH:7]=[CH:6][C:5]([CH2:8][C:9]([OH:11])=[O:10])=[CH:4][CH:3]=1.S(Cl)(Cl)(=O)=O.[CH3:17]O, predict the reaction product. The product is: [Br:1][C:2]1[CH:3]=[CH:4][C:5]([CH2:8][C:9]([O:11][CH3:17])=[O:10])=[CH:6][CH:7]=1.